From a dataset of Forward reaction prediction with 1.9M reactions from USPTO patents (1976-2016). Predict the product of the given reaction. (1) Given the reactants [NH2:1][C:2]1[CH:7]=[CH:6][CH:5]=[CH:4][N:3]=1.Br[CH2:9][C:10]([C:12]1[CH:17]=[CH:16][C:15]([CH3:18])=[CH:14][CH:13]=1)=O.[OH-].[Na+].[C:21]([O-])(=[O:23])C.[Na+].C=O.O, predict the reaction product. The product is: [CH3:18][C:15]1[CH:16]=[CH:17][C:12]([C:10]2[N:1]=[C:2]3[CH:7]=[CH:6][CH:5]=[CH:4][N:3]3[C:9]=2[CH2:21][OH:23])=[CH:13][CH:14]=1. (2) Given the reactants [F:1][C:2]1[CH:7]=[CH:6][C:5]([C:8]2([OH:21])[CH2:13][CH2:12][N:11](C(OC(C)(C)C)=O)[CH2:10][CH2:9]2)=[CH:4][C:3]=1[C:22]([F:25])([F:24])[F:23].FC(F)(F)C(O)=O.[OH-].[Na+], predict the reaction product. The product is: [F:1][C:2]1[CH:7]=[CH:6][C:5]([C:8]2([OH:21])[CH2:9][CH2:10][NH:11][CH2:12][CH2:13]2)=[CH:4][C:3]=1[C:22]([F:25])([F:23])[F:24]. (3) Given the reactants FC(F)(F)C(O)=O.[F:8][C:9]1[CH:10]=[CH:11][CH:12]=[C:13]2[C:17]=1[N:16]([C:18]1[N:22]=[C:21]([CH:23]3[CH2:28][CH2:27][NH:26][CH2:25][CH2:24]3)[O:20][N:19]=1)[N:15]=[C:14]2[CH:29]([CH3:31])[CH3:30].[C:32]([N:39]1[CH2:44][CH2:43][CH:42]([CH:45]=O)[CH2:41][CH2:40]1)([O:34][C:35]([CH3:38])([CH3:37])[CH3:36])=[O:33].C(=O)(O)[O-].[Na+], predict the reaction product. The product is: [F:8][C:9]1[CH:10]=[CH:11][CH:12]=[C:13]2[C:17]=1[N:16]([C:18]1[N:22]=[C:21]([CH:23]3[CH2:28][CH2:27][N:26]([CH2:45][CH:42]4[CH2:43][CH2:44][N:39]([C:32]([O:34][C:35]([CH3:36])([CH3:38])[CH3:37])=[O:33])[CH2:40][CH2:41]4)[CH2:25][CH2:24]3)[O:20][N:19]=1)[N:15]=[C:14]2[CH:29]([CH3:31])[CH3:30]. (4) Given the reactants Br[C:2]1[CH:3]=[C:4]2[C:9](=[CH:10][CH:11]=1)[N:8]=[CH:7][C:6]([C:12](=[O:16])[CH:13]([CH3:15])[CH3:14])=[C:5]2[NH:17][C@H:18]1[CH2:23][CH2:22][C@H:21]([NH:24][C:25](=[O:31])[O:26][C:27]([CH3:30])([CH3:29])[CH3:28])[CH2:20][CH2:19]1.CC1(C)C(C)(C)OB([C:40]2[CH:41]=[CH:42][C:43]([C:46]#[N:47])=[N:44][CH:45]=2)O1, predict the reaction product. The product is: [C:46]([C:43]1[N:44]=[CH:45][C:40]([C:2]2[CH:3]=[C:4]3[C:9](=[CH:10][CH:11]=2)[N:8]=[CH:7][C:6]([C:12](=[O:16])[CH:13]([CH3:15])[CH3:14])=[C:5]3[NH:17][C@H:18]2[CH2:23][CH2:22][C@H:21]([NH:24][C:25](=[O:31])[O:26][C:27]([CH3:30])([CH3:29])[CH3:28])[CH2:20][CH2:19]2)=[CH:41][CH:42]=1)#[N:47]. (5) Given the reactants Cl.[CH3:2][C:3]1([CH3:20])[C:11]2[C:6](=[CH:7][CH:8]=[C:9]([C:12]3[N:16]([CH3:17])[C:15]([C:18]#[N:19])=[CH:14][CH:13]=3)[CH:10]=2)[NH:5][CH2:4]1.C(N([CH2:26][CH3:27])CC)C.C[S:29](Cl)(=[O:31])=[O:30], predict the reaction product. The product is: [CH2:26]([S:29]([N:5]1[C:6]2[C:11](=[CH:10][C:9]([C:12]3[N:16]([CH3:17])[C:15]([C:18]#[N:19])=[CH:14][CH:13]=3)=[CH:8][CH:7]=2)[C:3]([CH3:20])([CH3:2])[CH2:4]1)(=[O:31])=[O:30])[CH3:27]. (6) Given the reactants [Br:1][C:2]1[CH:3]=[C:4]([Cl:25])[C:5]([C:8](=[N:23][OH:24])[CH2:9][NH:10][C:11](=[O:22])[C:12]2[CH:17]=[CH:16][CH:15]=[CH:14][C:13]=2[C:18]([F:21])([F:20])[F:19])=[N:6][CH:7]=1.C(=O)([O-])[O-].[K+].[K+].I[CH:33]([CH3:35])[CH3:34].O, predict the reaction product. The product is: [Br:1][C:2]1[CH:3]=[C:4]([Cl:25])[C:5]([C:8](=[N:23][O:24][CH:33]([CH3:35])[CH3:34])[CH2:9][NH:10][C:11](=[O:22])[C:12]2[CH:17]=[CH:16][CH:15]=[CH:14][C:13]=2[C:18]([F:19])([F:21])[F:20])=[N:6][CH:7]=1. (7) Given the reactants [N:1]1([CH2:6][CH2:7][O:8][C:9]2[CH:10]=[C:11]3[C:16](=[CH:17][CH:18]=2)[C:15](=[O:19])[CH2:14][CH2:13][CH2:12]3)[CH:5]=[CH:4][N:3]=[CH:2]1.C(Cl)[Cl:21], predict the reaction product. The product is: [ClH:21].[CH:11]1(/[CH:12]=[C:14]2/[C:15](=[O:19])[C:16]3[C:11]([CH2:12][CH2:13]/2)=[CH:10][C:9]([O:8][CH2:7][CH2:6][N:1]2[CH:5]=[CH:4][N:3]=[CH:2]2)=[CH:18][CH:17]=3)[CH2:16][CH2:17][CH2:18][CH2:9][CH2:10]1.